This data is from Full USPTO retrosynthesis dataset with 1.9M reactions from patents (1976-2016). The task is: Predict the reactants needed to synthesize the given product. Given the product [Br:11][C:9]1[CH:8]=[C:4]([CH:3]=[C:2]([Br:1])[CH:10]=1)[C:5]([NH:12][C:13]1[CH:18]=[CH:17][CH:16]=[CH:15][C:14]=1[CH2:19][C:20]([O:22][C:23]([CH3:26])([CH3:25])[CH3:24])=[O:21])=[O:7], predict the reactants needed to synthesize it. The reactants are: [Br:1][C:2]1[CH:3]=[C:4]([CH:8]=[C:9]([Br:11])[CH:10]=1)[C:5]([OH:7])=O.[NH2:12][C:13]1[CH:18]=[CH:17][CH:16]=[CH:15][C:14]=1[CH2:19][C:20]([O:22][C:23]([CH3:26])([CH3:25])[CH3:24])=[O:21].CN(C(ON1N=NC2C=CC=NC1=2)=[N+](C)C)C.F[P-](F)(F)(F)(F)F.